From a dataset of Catalyst prediction with 721,799 reactions and 888 catalyst types from USPTO. Predict which catalyst facilitates the given reaction. (1) Reactant: [Br:1][C:2]1[CH:3]=[C:4]([N:25]2[C@@H:29]([CH2:30][C:31]([O:33]C)=[O:32])[C@H:28]([CH3:35])[C:27]([C:36]([F:39])([F:38])[F:37])=[N:26]2)[CH:5]=[CH:6][C:7]=1[O:8][C@@H:9]1[CH2:14][CH2:13][N:12]([C:15]2[C:20]([Cl:21])=[CH:19][N:18]=[C:17]([O:22][CH3:23])[CH:16]=2)[CH2:11][C@H:10]1[CH3:24].[OH-].[Li+]. Product: [Br:1][C:2]1[CH:3]=[C:4]([N:25]2[C@@H:29]([CH2:30][C:31]([OH:33])=[O:32])[C@H:28]([CH3:35])[C:27]([C:36]([F:37])([F:38])[F:39])=[N:26]2)[CH:5]=[CH:6][C:7]=1[O:8][C@@H:9]1[CH2:14][CH2:13][N:12]([C:15]2[C:20]([Cl:21])=[CH:19][N:18]=[C:17]([O:22][CH3:23])[CH:16]=2)[CH2:11][C@H:10]1[CH3:24]. The catalyst class is: 20. (2) Reactant: [CH:1]([Mg]Br)([CH3:3])[CH3:2].B(F)(F)F.CCOCC.[CH:15]([O:18][C:19]([N:21]1[CH:26]=[CH:25][C:24](=[O:27])[CH2:23][CH:22]1[CH:28]([CH3:30])[CH3:29])=[O:20])([CH3:17])[CH3:16]. Product: [CH:15]([O:18][C:19]([N:21]1[C@@H:26]([CH:1]([CH3:3])[CH3:2])[CH2:25][C:24](=[O:27])[CH2:23][C@@H:22]1[CH:28]([CH3:30])[CH3:29])=[O:20])([CH3:17])[CH3:16]. The catalyst class is: 356. (3) Reactant: [CH3:1][O:2][C:3]([C:5]1[C:6]([OH:31])=[C:7]2[C:12](=[C:13](Br)[N:14]=1)[N:11]([C@@H:16]([C:18]1[CH:23]=[CH:22][CH:21]=[CH:20][CH:19]=1)[CH3:17])[C:10](=[O:24])[C:9]([C:25]1[CH:30]=[CH:29][CH:28]=[CH:27][CH:26]=1)=[CH:8]2)=[O:4].C([Sn](CCCC)(CCCC)[C:37]1[CH:38]=[N:39][CH:40]=[CH:41][CH:42]=1)CCC.CCOC(C)=O.Cl. Product: [CH3:1][O:2][C:3]([C:5]1[C:6]([OH:31])=[C:7]2[C:12](=[C:13]([C:37]3[CH:38]=[N:39][CH:40]=[CH:41][CH:42]=3)[N:14]=1)[N:11]([C@@H:16]([C:18]1[CH:23]=[CH:22][CH:21]=[CH:20][CH:19]=1)[CH3:17])[C:10](=[O:24])[C:9]([C:25]1[CH:30]=[CH:29][CH:28]=[CH:27][CH:26]=1)=[CH:8]2)=[O:4]. The catalyst class is: 510. (4) Reactant: [CH3:1][N:2]([CH3:21])[C:3]1([C:13]2[CH:18]=[CH:17][C:16]([O:19][CH3:20])=[CH:15][CH:14]=2)[CH2:8][CH2:7][C:6]([NH:11][CH3:12])([C:9]#N)[CH2:5][CH2:4]1. Product: [CH3:20][O:19][C:16]1[CH:15]=[CH:14][C:13]([C:3]2([N:2]([CH3:21])[CH3:1])[CH2:4][CH2:5][C:6]([NH:11][CH3:12])([C:9]3[CH:7]=[CH:8][CH:3]=[CH:4][CH:5]=3)[CH2:7][CH2:8]2)=[CH:18][CH:17]=1. The catalyst class is: 27. (5) Reactant: [F:1][C:2]1[CH:7]=[C:6]([F:8])[CH:5]=[CH:4][C:3]=1[C:9]1[N:14]=[C:13]([CH:15]([C:24]2[CH:25]=[C:26]([CH:29]=[CH:30][C:31]=2[F:32])[C:27]#[N:28])[C:16](=[O:23])[C:17]#[C:18][Si](C)(C)C)[CH:12]=[CH:11][CH:10]=1.CCCC[N+](CCCC)(CCCC)CCCC.[F-].[NH4+].[Cl-]. Product: [F:1][C:2]1[CH:7]=[C:6]([F:8])[CH:5]=[CH:4][C:3]=1[C:9]1[N:14]=[C:13]([CH:15]([C:24]2[CH:25]=[C:26]([CH:29]=[CH:30][C:31]=2[F:32])[C:27]#[N:28])[C:16](=[O:23])[C:17]#[CH:18])[CH:12]=[CH:11][CH:10]=1. The catalyst class is: 1. (6) Reactant: [CH:1]1([CH2:4][NH:5][C:6]([C:8]2[CH:13]=[C:12]([O:14][C:15]3[CH:20]=[CH:19][C:18]([N+:21]([O-])=O)=[CH:17][CH:16]=3)[CH:11]=[CH:10][N:9]=2)=[O:7])[CH2:3][CH2:2]1.[Cl-].[NH4+].C(O)C.CN(C)C=O. Product: [NH2:21][C:18]1[CH:19]=[CH:20][C:15]([O:14][C:12]2[CH:11]=[CH:10][N:9]=[C:8]([C:6]([NH:5][CH2:4][CH:1]3[CH2:3][CH2:2]3)=[O:7])[CH:13]=2)=[CH:16][CH:17]=1. The catalyst class is: 150. (7) Reactant: [Cl:1][C:2]1[CH:10]=[C:9]2[C:5]([CH:6]=[CH:7][NH:8]2)=[CH:4][CH:3]=1.C([BH3-])#N.[Na+].[OH-].[Na+]. Product: [Cl:1][C:2]1[CH:10]=[C:9]2[C:5]([CH2:6][CH2:7][NH:8]2)=[CH:4][CH:3]=1. The catalyst class is: 86. (8) Reactant: [OH-].[Na+].C[O:4][C:5](=[O:36])[CH2:6][CH2:7][CH2:8][CH2:9][CH2:10][NH:11][C:12]1[C:13]2[C:20]([C:21]3[CH:26]=[CH:25][C:24]([O:27][CH3:28])=[CH:23][CH:22]=3)=[C:19]([C:29]3[CH:34]=[CH:33][C:32]([F:35])=[CH:31][CH:30]=3)[O:18][C:14]=2[N:15]=[CH:16][N:17]=1.Cl. Product: [F:35][C:32]1[CH:33]=[CH:34][C:29]([C:19]2[O:18][C:14]3[N:15]=[CH:16][N:17]=[C:12]([NH:11][CH2:10][CH2:9][CH2:8][CH2:7][CH2:6][C:5]([OH:36])=[O:4])[C:13]=3[C:20]=2[C:21]2[CH:22]=[CH:23][C:24]([O:27][CH3:28])=[CH:25][CH:26]=2)=[CH:30][CH:31]=1. The catalyst class is: 12.